This data is from NCI-60 drug combinations with 297,098 pairs across 59 cell lines. The task is: Regression. Given two drug SMILES strings and cell line genomic features, predict the synergy score measuring deviation from expected non-interaction effect. (1) Drug 1: CC(C1=C(C=CC(=C1Cl)F)Cl)OC2=C(N=CC(=C2)C3=CN(N=C3)C4CCNCC4)N. Synergy scores: CSS=44.0, Synergy_ZIP=4.10, Synergy_Bliss=5.64, Synergy_Loewe=0.637, Synergy_HSA=6.33. Cell line: HCT-15. Drug 2: CC1OCC2C(O1)C(C(C(O2)OC3C4COC(=O)C4C(C5=CC6=C(C=C35)OCO6)C7=CC(=C(C(=C7)OC)O)OC)O)O. (2) Drug 1: CCCS(=O)(=O)NC1=C(C(=C(C=C1)F)C(=O)C2=CNC3=C2C=C(C=N3)C4=CC=C(C=C4)Cl)F. Drug 2: C1CCC(C(C1)N)N.C(=O)(C(=O)[O-])[O-].[Pt+4]. Cell line: BT-549. Synergy scores: CSS=5.75, Synergy_ZIP=-0.744, Synergy_Bliss=4.95, Synergy_Loewe=-6.94, Synergy_HSA=2.56. (3) Drug 2: C1=CC=C(C(=C1)C(C2=CC=C(C=C2)Cl)C(Cl)Cl)Cl. Cell line: KM12. Synergy scores: CSS=48.1, Synergy_ZIP=-1.84, Synergy_Bliss=-5.88, Synergy_Loewe=-52.9, Synergy_HSA=-6.01. Drug 1: CCN(CC)CCNC(=O)C1=C(NC(=C1C)C=C2C3=C(C=CC(=C3)F)NC2=O)C. (4) Drug 1: COC1=CC(=CC(=C1O)OC)C2C3C(COC3=O)C(C4=CC5=C(C=C24)OCO5)OC6C(C(C7C(O6)COC(O7)C8=CC=CS8)O)O. Drug 2: CN(C)C1=NC(=NC(=N1)N(C)C)N(C)C. Cell line: SK-MEL-5. Synergy scores: CSS=16.3, Synergy_ZIP=-8.77, Synergy_Bliss=3.41, Synergy_Loewe=-30.1, Synergy_HSA=-0.732. (5) Drug 1: CC1C(C(CC(O1)OC2CC(CC3=C2C(=C4C(=C3O)C(=O)C5=C(C4=O)C(=CC=C5)OC)O)(C(=O)C)O)N)O.Cl. Drug 2: CC1C(C(CC(O1)OC2CC(OC(C2O)C)OC3=CC4=CC5=C(C(=O)C(C(C5)C(C(=O)C(C(C)O)O)OC)OC6CC(C(C(O6)C)O)OC7CC(C(C(O7)C)O)OC8CC(C(C(O8)C)O)(C)O)C(=C4C(=C3C)O)O)O)O. Cell line: SW-620. Synergy scores: CSS=17.9, Synergy_ZIP=1.52, Synergy_Bliss=2.82, Synergy_Loewe=-13.3, Synergy_HSA=1.51.